From a dataset of Catalyst prediction with 721,799 reactions and 888 catalyst types from USPTO. Predict which catalyst facilitates the given reaction. (1) Reactant: [BH3-]C#N.[Na+].[N:5]1([C:10]2[N:15]=[C:14]([CH:16]3[CH:20]([C:21]([NH:23][CH3:24])=[O:22])[CH2:19][CH2:18][NH:17]3)[CH:13]=[C:12]([CH3:25])[N:11]=2)[CH:9]=[CH:8][N:7]=[CH:6]1.[O:26]1[C:30]2[CH:31]=[CH:32][C:33]([CH2:35][N:36]([CH2:44][CH:45]=O)[C:37](=[O:43])[O:38][C:39]([CH3:42])([CH3:41])[CH3:40])=[CH:34][C:29]=2[O:28][CH2:27]1.C(OC)(OC)OC. Product: [N:5]1([C:10]2[N:15]=[C:14]([CH:16]3[CH:20]([C:21](=[O:22])[NH:23][CH3:24])[CH2:19][CH2:18][N:17]3[CH2:45][CH2:44][N:36]([CH2:35][C:33]3[CH:32]=[CH:31][C:30]4[O:26][CH2:27][O:28][C:29]=4[CH:34]=3)[C:37](=[O:43])[O:38][C:39]([CH3:41])([CH3:40])[CH3:42])[CH:13]=[C:12]([CH3:25])[N:11]=2)[CH:9]=[CH:8][N:7]=[CH:6]1. The catalyst class is: 86. (2) Reactant: [CH3:1][C:2]1[CH:3]=[CH:4][C:5]([N+:23]([O-])=O)=[C:6]([NH:8][CH:9]2[CH2:14][CH2:13][N:12]([C@H:15]3[CH2:20][CH2:19][C@@H:18]([O:21][CH3:22])[CH2:17][CH2:16]3)[CH2:11][CH2:10]2)[CH:7]=1.O.NN. Product: [CH3:1][C:2]1[CH:7]=[C:6]([NH:8][CH:9]2[CH2:10][CH2:11][N:12]([C@H:15]3[CH2:20][CH2:19][C@@H:18]([O:21][CH3:22])[CH2:17][CH2:16]3)[CH2:13][CH2:14]2)[C:5]([NH2:23])=[CH:4][CH:3]=1. The catalyst class is: 319.